This data is from hERG potassium channel inhibition data for cardiac toxicity prediction from Karim et al.. The task is: Regression/Classification. Given a drug SMILES string, predict its toxicity properties. Task type varies by dataset: regression for continuous values (e.g., LD50, hERG inhibition percentage) or binary classification for toxic/non-toxic outcomes (e.g., AMES mutagenicity, cardiotoxicity, hepatotoxicity). Dataset: herg_karim. (1) The drug is CC(C)CS(=O)(=O)n1ccc2c(-c3ccc(C(F)(F)F)cc3)cc(N3CCN(C)CC3)nc21. The result is 1 (blocker). (2) The compound is O=C(NCc1ccc(F)cc1)N(c1ccc(Br)cc1)C1CCN(CCO)CC1. The result is 1 (blocker). (3) The compound is Nc1nnc(-c2cccc(Cl)c2Cl)c(N)n1. The result is 0 (non-blocker). (4) The compound is Nc1ncc(-c2ccc(C(=O)N3CCNCC3)cc2)cc1-c1ccc(C(F)(F)F)cc1. The result is 1 (blocker).